From a dataset of Reaction yield outcomes from USPTO patents with 853,638 reactions. Predict the reaction yield, written as a fraction of the theoretical maximum amount of product (1.0 means a 100% yield; for example, 0.34 means a 34% yield). (1) The reactants are Cl[C:2]1[C:7]([F:8])=[C:6]([Cl:9])[N:5]=[C:4]([CH3:10])[N:3]=1.Cl.Cl.[CH3:13][N:14]1[CH2:19][CH2:18][NH:17][CH2:16][C@H:15]1[CH3:20].C(N(CC)CC)C.CO. The catalyst is C1COCC1. The product is [Cl:9][C:6]1[C:7]([F:8])=[C:2]([N:17]2[CH2:18][CH2:19][N:14]([CH3:13])[C@H:15]([CH3:20])[CH2:16]2)[N:3]=[C:4]([CH3:10])[N:5]=1. The yield is 0.940. (2) The reactants are NC[C:3]1[CH:19]=[CH:18][C:6]([O:7][C:8]2[CH:17]=[CH:16][C:11]3[B:12]([OH:15])[O:13][CH2:14][C:10]=3[CH:9]=2)=[CH:5][CH:4]=1.[CH3:20][CH2:21][N:22](CC)CC.C(Cl)(=[O:29])C. The catalyst is C(Cl)Cl. The product is [OH:15][B:12]1[C:11]2[CH:16]=[CH:17][C:8]([O:7][C:6]3[CH:5]=[CH:4][C:3]([NH:22][C:21](=[O:29])[CH3:20])=[CH:19][CH:18]=3)=[CH:9][C:10]=2[CH2:14][O:13]1. The yield is 0.943. (3) The reactants are [C:1]([NH:8][C@H:9]([C:17]([OH:19])=O)[CH2:10][C:11]1[CH:16]=[CH:15][CH:14]=[CH:13][CH:12]=1)([O:3][C:4]([CH3:7])([CH3:6])[CH3:5])=[O:2].Cl.[CH2:21]([O:28][C:29](=[O:35])[C@@H:30]1[CH2:34][CH2:33][CH2:32][NH:31]1)[C:22]1[CH:27]=[CH:26][CH:25]=[CH:24][CH:23]=1.C1CN([P+](ON2N=NC3C=CC=CC2=3)(N2CCCC2)N2CCCC2)CC1.F[P-](F)(F)(F)(F)F.CCN(C(C)C)C(C)C. The catalyst is C(#N)C. The product is [C:4]([O:3][C:1]([NH:8][C@@H:9]([CH2:10][C:11]1[CH:12]=[CH:13][CH:14]=[CH:15][CH:16]=1)[C:17]([N:31]1[CH2:32][CH2:33][CH2:34][C@H:30]1[C:29]([O:28][CH2:21][C:22]1[CH:27]=[CH:26][CH:25]=[CH:24][CH:23]=1)=[O:35])=[O:19])=[O:2])([CH3:5])([CH3:6])[CH3:7]. The yield is 0.970. (4) The reactants are [CH3:1][C:2]1[CH:7]=[C:6](B2OC(C)(C)C(C)(C)O2)[CH:5]=[C:4]([NH2:17])[C:3]=1[NH2:18].Br[C:20]1[N:25]=[C:24]2[N:26]([CH2:31][CH:32]3[CH2:37][CH2:36][O:35][CH2:34][CH2:33]3)[C:27](=[O:30])[CH2:28][NH:29][C:23]2=[N:22][CH:21]=1.ClCCl.C(=O)([O-])[O-].[Na+].[Na+]. The catalyst is C1C=CC(P(C2C=CC=CC=2)[C-]2C=CC=C2)=CC=1.C1C=CC(P(C2C=CC=CC=2)[C-]2C=CC=C2)=CC=1.Cl[Pd]Cl.[Fe+2].C(O)(C)C.O1CCOCC1. The product is [NH2:17][C:4]1[CH:5]=[C:6]([C:20]2[N:25]=[C:24]3[N:26]([CH2:31][CH:32]4[CH2:37][CH2:36][O:35][CH2:34][CH2:33]4)[C:27](=[O:30])[CH2:28][NH:29][C:23]3=[N:22][CH:21]=2)[CH:7]=[C:2]([CH3:1])[C:3]=1[NH2:18]. The yield is 0.990. (5) The reactants are [NH2:1][C:2]1[C:11]2[C:6](=[C:7](Br)[CH:8]=[CH:9][CH:10]=2)[N:5]=[N:4][C:3]=1[C:13]([NH:15][CH2:16][CH2:17][CH3:18])=[O:14].[CH3:19][O:20][C:21]1[C:26]([O:27][CH3:28])=[CH:25][CH:24]=[CH:23][C:22]=1B(O)O. No catalyst specified. The product is [NH2:1][C:2]1[C:11]2[C:6](=[C:7]([C:25]3[CH:24]=[CH:23][CH:22]=[C:21]([O:20][CH3:19])[C:26]=3[O:27][CH3:28])[CH:8]=[CH:9][CH:10]=2)[N:5]=[N:4][C:3]=1[C:13]([NH:15][CH2:16][CH2:17][CH3:18])=[O:14]. The yield is 0.895.